Dataset: Forward reaction prediction with 1.9M reactions from USPTO patents (1976-2016). Task: Predict the product of the given reaction. (1) Given the reactants [NH2:1][C:2]1[CH:3]=[CH:4][C:5]([F:18])=[C:6]([C@:8]2([CH3:17])[C:13]([F:15])([F:14])[CH2:12][O:11][C:10]([NH2:16])=[N:9]2)[CH:7]=1.[F:19][CH:20]([F:29])[N:21]1[CH:25]=[CH:24][C:23]([C:26](O)=[O:27])=[N:22]1, predict the reaction product. The product is: [NH2:16][C:10]1[O:11][CH2:12][C:13]([F:14])([F:15])[C@:8]([C:6]2[CH:7]=[C:2]([NH:1][C:26]([C:23]3[CH:24]=[CH:25][N:21]([CH:20]([F:29])[F:19])[N:22]=3)=[O:27])[CH:3]=[CH:4][C:5]=2[F:18])([CH3:17])[N:9]=1. (2) Given the reactants [CH3:1][C:2]1[O:6][C:5]([C:7]2[CH:12]=[CH:11][CH:10]=[CH:9][CH:8]=2)=[N:4][C:3]=1[CH2:13][O:14][C:15]1[CH:23]=[CH:22][C:18]([CH2:19][O:20][NH2:21])=[CH:17][CH:16]=1.[CH3:24][C:25]([CH3:41])([CH2:30][CH2:31][CH2:32][C:33](=O)[C:34]1[CH:39]=[CH:38][CH:37]=[CH:36][CH:35]=1)[C:26]([O:28][CH3:29])=[O:27].C(O)(=O)C.C([O-])(=O)C.[Na+], predict the reaction product. The product is: [CH3:24][C:25]([CH3:41])([CH2:30][CH2:31][CH2:32]/[C:33](=[N:21]\[O:20][CH2:19][C:18]1[CH:17]=[CH:16][C:15]([O:14][CH2:13][C:3]2[N:4]=[C:5]([C:7]3[CH:8]=[CH:9][CH:10]=[CH:11][CH:12]=3)[O:6][C:2]=2[CH3:1])=[CH:23][CH:22]=1)/[C:34]1[CH:35]=[CH:36][CH:37]=[CH:38][CH:39]=1)[C:26]([O:28][CH3:29])=[O:27]. (3) Given the reactants [F:1][C:2]1[CH:7]=[CH:6][C:5]([C:8]2[CH:16]=[C:15]3[C:11]([CH:12]=[CH:13][N:14]3[C:17]([O:19][C:20]([CH3:23])([CH3:22])[CH3:21])=[O:18])=[CH:10][CH:9]=2)=[CH:4][CH:3]=1.[Br:24]N1C(=O)CCC1=O, predict the reaction product. The product is: [Br:24][C:12]1[C:11]2[C:15](=[CH:16][C:8]([C:5]3[CH:4]=[CH:3][C:2]([F:1])=[CH:7][CH:6]=3)=[CH:9][CH:10]=2)[N:14]([C:17]([O:19][C:20]([CH3:23])([CH3:22])[CH3:21])=[O:18])[CH:13]=1. (4) Given the reactants [CH3:1][N:2]1[C:10]2[C:5](=[CH:6][C:7]([S:11]([N:14]3C[CH2:17][CH2:16][C@H:15]3[CH2:19][O:20][C:21]3[CH:26]=[CH:25][CH:24]=[CH:23][CH:22]=3)(=[O:13])=[O:12])=[CH:8][CH:9]=2)[C:4](=[O:27])[C:3]1=[O:28].O(C[C@@H]1CCN1S([C:30]1[CH:35]=[C:34]2[C:33](=[CH:32][CH:31]=1)NC(=O)C2=O)(=O)=O)[C:30]1[CH:35]=[CH:34][CH:33]=[CH:32][CH:31]=1.C(Br)C1C=CC=CC=1, predict the reaction product. The product is: [CH2:1]([N:2]1[C:10]2[C:5](=[CH:6][C:7]([S:11]([N:14]3[CH2:17][CH2:16][C@H:15]3[CH2:19][O:20][C:21]3[CH:22]=[CH:23][CH:24]=[CH:25][CH:26]=3)(=[O:13])=[O:12])=[CH:8][CH:9]=2)[C:4](=[O:27])[C:3]1=[O:28])[C:30]1[CH:35]=[CH:34][CH:33]=[CH:32][CH:31]=1. (5) Given the reactants [CH3:1][C:2]1[CH:10]=[CH:9][C:5]([C:6]([NH2:8])=[S:7])=[C:4]([N+:11]([O-:13])=[O:12])[CH:3]=1.Br[CH2:15][C:16](=O)[CH2:17][CH3:18], predict the reaction product. The product is: [CH2:17]([C:16]1[N:8]=[C:6]([C:5]2[CH:9]=[CH:10][C:2]([CH3:1])=[CH:3][C:4]=2[N+:11]([O-:13])=[O:12])[S:7][CH:15]=1)[CH3:18]. (6) Given the reactants [CH2:1]([O:3][C:4](=[O:14])[C:5]#[C:6][C:7]1[CH:12]=[CH:11][CH:10]=[C:9]([Cl:13])[CH:8]=1)[CH3:2].[C:15]([O:19][C:20]([N:22]1[C:31]2[C:26](=[CH:27][CH:28]=[C:29]([CH2:32][CH2:33][O:34][C:35]3[CH:36]=[C:37]4[C:41](=[CH:42][CH:43]=3)[NH:40][CH:39]=[CH:38]4)[N:30]=2)[CH2:25][CH2:24][CH2:23]1)=[O:21])([CH3:18])([CH3:17])[CH3:16], predict the reaction product. The product is: [C:15]([O:19][C:20]([N:22]1[C:31]2[C:26](=[CH:27][CH:28]=[C:29]([CH2:32][CH2:33][O:34][C:35]3[CH:36]=[C:37]4[C:41](=[CH:42][CH:43]=3)[N:40]([C:6]([C:7]3[CH:12]=[CH:11][CH:10]=[C:9]([Cl:13])[CH:8]=3)=[CH:5][C:4]([O:3][CH2:1][CH3:2])=[O:14])[CH:39]=[CH:38]4)[N:30]=2)[CH2:25][CH2:24][CH2:23]1)=[O:21])([CH3:18])([CH3:16])[CH3:17]. (7) Given the reactants Cl[C:2]1[CH:11]=[CH:10][C:9]2[C:8]3[C:12]4[NH:19][CH2:18][C@@H:17]([CH2:20][OH:21])[NH:16][C:15](=[O:22])[C:13]=4[S:14][C:7]=3[CH:6]=[CH:5][C:4]=2[N:3]=1.[F:23][C:24]1[N:29]=[CH:28][N:27]=[C:26]([NH2:30])[CH:25]=1.C(=O)([O-])[O-].[Cs+].[Cs+].CC1(C)C2C(=C(P(C3C=CC=CC=3)C3C=CC=CC=3)C=CC=2)OC2C(P(C3C=CC=CC=3)C3C=CC=CC=3)=CC=CC1=2, predict the reaction product. The product is: [F:23][C:24]1[N:29]=[CH:28][N:27]=[C:26]([NH:30][C:2]2[CH:11]=[CH:10][C:9]3[C:8]4[C:12]5[NH:19][CH2:18][C@@H:17]([CH2:20][OH:21])[NH:16][C:15](=[O:22])[C:13]=5[S:14][C:7]=4[CH:6]=[CH:5][C:4]=3[N:3]=2)[CH:25]=1. (8) Given the reactants [C:1]1(=[O:8])[O:7][CH2:6][CH2:5][CH2:4][CH2:3][CH2:2]1.[CH2:9]([Mg]Cl)[CH2:10][CH3:11].[Cl-].[NH4+].Cl.O1C[CH2:20][CH2:19][CH2:18]1, predict the reaction product. The product is: [CH2:9]([C:1]([OH:8])([CH2:18][CH2:19][CH3:20])[CH2:2][CH2:3][CH2:4][CH2:5][CH2:6][OH:7])[CH2:10][CH3:11]. (9) Given the reactants C[Si](C)(C)[N-][Si](C)(C)C.[Li+].[SH:11][C:12]1[S:13][CH:14]=[C:15]([C:17]2[CH2:18][C@H:19]([CH3:29])[N:20]([C:23]([O:25][CH2:26][CH:27]=[CH2:28])=[O:24])[CH2:21][CH:22]=2)[N:16]=1.O(P(OC1C=CC=CC=1)O[C:39]1[C@H:45]([CH3:46])[C@H:44]2[N:41]([C:42](=[O:54])[C@@H:43]2[C@H:47]([O:49][Si:50]([CH3:53])([CH3:52])[CH3:51])[CH3:48])[C:40]=1[C:55]([O:57][CH2:58][CH:59]=[CH2:60])=[O:56])C1C=CC=CC=1.C(#N)C, predict the reaction product. The product is: [CH2:26]([O:25][C:23]([N:20]1[CH2:21][CH:22]=[C:17]([C:15]2[N:16]=[C:12]([S:11][C:39]3[C@H:45]([CH3:46])[C@H:44]4[N:41]([C:42](=[O:54])[C@@H:43]4[C@H:47]([O:49][Si:50]([CH3:51])([CH3:52])[CH3:53])[CH3:48])[C:40]=3[C:55]([O:57][CH2:58][CH:59]=[CH2:60])=[O:56])[S:13][CH:14]=2)[CH2:18][C@@H:19]1[CH3:29])=[O:24])[CH:27]=[CH2:28]. (10) Given the reactants [Cl:1][C:2]1[N:7]=[C:6]([NH:8][NH:9][C:10](=[O:29])[C@H:11]([CH2:23][CH:24]2[CH2:28][CH2:27][CH2:26][CH2:25]2)[CH2:12][N:13]([O:16]C2CCCCO2)[CH:14]=[O:15])[C:5]([F:30])=[C:4]([N:31]([CH3:38])[CH2:32][C:33]2[S:34][CH:35]=[CH:36][N:37]=2)[N:3]=1, predict the reaction product. The product is: [Cl:1][C:2]1[N:7]=[C:6]([NH:8][NH:9][C:10](=[O:29])[C@H:11]([CH2:23][CH:24]2[CH2:25][CH2:26][CH2:27][CH2:28]2)[CH2:12][N:13]([OH:16])[CH:14]=[O:15])[C:5]([F:30])=[C:4]([N:31]([CH3:38])[CH2:32][C:33]2[S:34][CH:35]=[CH:36][N:37]=2)[N:3]=1.